This data is from Experimentally validated miRNA-target interactions with 360,000+ pairs, plus equal number of negative samples. The task is: Binary Classification. Given a miRNA mature sequence and a target amino acid sequence, predict their likelihood of interaction. The miRNA is hsa-miR-6512-5p with sequence UACCAUUAGAAGAGCUGGAAGA. The protein sequence of the target gene is MPGTDLLKLKDFEPYLEILESYSTKAKNYVNGYCTKYEPWQLIAWSVLCTLLIVWVYELIFQPESLWSRFKKKLFKLIRKMPFIGRKIEQQVSKAKKDLVKNMPFLKVDKDYVKTLPAQGMGTAEVLERLKEYSSMDGSWQEGKASGAVYNGEPKLTELLVQAYGEFTWSNPLHPDIFPGLRKLEAEIVRMTCSLFNGGPDSCGCVTSGGTESILMACKAYRDLALEKGIKTPEIVAPESAHAAFDKAAHYFGMKIVRVALKKNMEVDVQAMKRAISRNTAMLVCSTPQFPHGVMDPVPE.... Result: 0 (no interaction).